This data is from Reaction yield outcomes from USPTO patents with 853,638 reactions. The task is: Predict the reaction yield, written as a fraction of the theoretical maximum amount of product (1.0 means a 100% yield; for example, 0.34 means a 34% yield). (1) The reactants are [CH2:1]([O:8][C:9]1[CH:10]=[CH:11][C:12]([N+:17]([O-:19])=[O:18])=[C:13]([CH:16]=1)[CH:14]=[O:15])[C:2]1[CH:7]=[CH:6][CH:5]=[CH:4][CH:3]=1.[CH3:20][C:21]([CH3:25])=[CH:22][Mg]Br. The catalyst is C1COCC1. The product is [CH2:1]([O:8][C:9]1[CH:10]=[CH:11][C:12]([N+:17]([O-:19])=[O:18])=[C:13]([CH:14]([OH:15])[CH:20]=[C:21]([CH3:25])[CH3:22])[CH:16]=1)[C:2]1[CH:3]=[CH:4][CH:5]=[CH:6][CH:7]=1. The yield is 0.510. (2) The reactants are [C:1]([N:4]1[C:13]2[C:8](=[CH:9][CH:10]=[CH:11][CH:12]=2)[CH:7]([NH:14][C:15]2[CH:20]=[CH:19][C:18]([CH2:21][OH:22])=[CH:17][CH:16]=2)[CH2:6][CH:5]1[CH3:23])(=[O:3])[CH3:2].[H-].[Na+].I[CH3:27]. The catalyst is C1COCC1. The product is [C:1]([N:4]1[C:13]2[C:8](=[CH:9][CH:10]=[CH:11][CH:12]=2)[CH:7]([NH:14][C:15]2[CH:16]=[CH:17][C:18]([CH2:21][O:22][CH3:27])=[CH:19][CH:20]=2)[CH2:6][CH:5]1[CH3:23])(=[O:3])[CH3:2]. The yield is 0.290. (3) The reactants are [C:1]1([C:16]2[CH:21]=[CH:20][CH:19]=[CH:18][CH:17]=2)[CH:6]=[CH:5][C:4]([CH2:7][C:8]([C:11]2[S:12][CH:13]=[CH:14][N:15]=2)=[N:9]O)=[CH:3][CH:2]=1. The catalyst is C(O)(=O)C.[Zn]. The product is [C:1]1([C:16]2[CH:21]=[CH:20][CH:19]=[CH:18][CH:17]=2)[CH:2]=[CH:3][C:4]([CH2:7][CH:8]([C:11]2[S:12][CH:13]=[CH:14][N:15]=2)[NH2:9])=[CH:5][CH:6]=1. The yield is 0.800. (4) The reactants are C(Cl)Cl.[Cl-].[F:5][C:6]1[CH:7]=[C:8]([CH:11]=[C:12]([F:14])[CH:13]=1)[CH2:9][Zn+].Br[C:16]1[CH:17]=[C:18]2[C:24]([NH2:25])=[N:23][NH:22][C:19]2=[N:20][CH:21]=1.O. The catalyst is O1CCCC1. The product is [F:5][C:6]1[CH:7]=[C:8]([CH:11]=[C:12]([F:14])[CH:13]=1)[CH2:9][C:16]1[CH:17]=[C:18]2[C:24]([NH2:25])=[N:23][NH:22][C:19]2=[N:20][CH:21]=1. The yield is 0.930.